The task is: Predict the product of the given reaction.. This data is from Forward reaction prediction with 1.9M reactions from USPTO patents (1976-2016). (1) Given the reactants [C:1]1([C:7]2[N:8]=[C:9]3[N:13]([C:14]=2[CH:15]=O)[CH:12]=[CH:11][S:10]3)[CH:6]=[CH:5][CH:4]=[CH:3][CH:2]=1.[CH3:17][C:18]1[CH:23]=[CH:22][N:21]=[CH:20][N:19]=1, predict the reaction product. The product is: [C:1]1([C:7]2[N:8]=[C:9]3[N:13]([C:14]=2/[CH:15]=[CH:17]/[C:18]2[CH:23]=[CH:22][N:21]=[CH:20][N:19]=2)[CH:12]=[CH:11][S:10]3)[CH:6]=[CH:5][CH:4]=[CH:3][CH:2]=1. (2) Given the reactants [S:1]1[CH:5]=[CH:4][CH:3]=[C:2]1[CH:6]=O.[O:8]=[C:9]([CH:11](P(=O)(OCC)OCC)[CH2:12][CH2:13][CH2:14][CH2:15][CH3:16])[CH3:10], predict the reaction product. The product is: [S:1]1[CH:5]=[CH:4][CH:3]=[C:2]1/[CH:6]=[C:11](\[CH2:12][CH2:13][CH2:14][CH2:15][CH3:16])/[C:9](=[O:8])[CH3:10].